Dataset: Forward reaction prediction with 1.9M reactions from USPTO patents (1976-2016). Task: Predict the product of the given reaction. (1) Given the reactants [CH2:1]([N:4]([CH2:32][CH2:33][CH3:34])[CH2:5][CH2:6][CH2:7][CH2:8][CH:9]1[CH2:17][C:16]2[C:11](=[CH:12][CH:13]=[C:14]([CH2:18][N:19]3C(=O)C4C(=CC=CC=4)C3=O)[CH:15]=2)[CH:10]1[O:30][CH3:31])[CH2:2][CH3:3].O.NN, predict the reaction product. The product is: [NH2:19][CH2:18][C:14]1[CH:15]=[C:16]2[C:11](=[CH:12][CH:13]=1)[CH:10]([O:30][CH3:31])[CH:9]([CH2:8][CH2:7][CH2:6][CH2:5][N:4]([CH2:32][CH2:33][CH3:34])[CH2:1][CH2:2][CH3:3])[CH2:17]2. (2) Given the reactants [CH3:1][O-].[Na+].CI.[S:6]1[C:18]2[C:17]3[CH:16]=[CH:15][CH:14]=[CH:13][C:12]=3[N:11]=[CH:10][C:9]=2[N:8]=[C:7]1[SH:19], predict the reaction product. The product is: [CH3:1][S:19][C:7]1[S:6][C:18]2[C:17]3[CH:16]=[CH:15][CH:14]=[CH:13][C:12]=3[N:11]=[CH:10][C:9]=2[N:8]=1. (3) The product is: [I:1][C:2]1[CH:11]=[CH:10][C:5]([C:6]2[O:7][C:12]([CH3:13])=[N:9][N:8]=2)=[CH:4][CH:3]=1. Given the reactants [I:1][C:2]1[CH:11]=[CH:10][C:5]([C:6]([NH:8][NH2:9])=[O:7])=[CH:4][CH:3]=1.[C:12](OCC)(OCC)(OCC)[CH3:13], predict the reaction product. (4) Given the reactants Br[C:2]1[C:10]2[N:9]=[C:8]([N:11]3[CH2:16][CH2:15][N:14]([C:17]4[C:22]([C:23]([F:26])([F:25])[F:24])=[CH:21][CH:20]=[CH:19][N:18]=4)[CH2:13][CH2:12]3)[NH:7][C:6]=2[CH:5]=[C:4]([C:27]([F:30])([F:29])[F:28])[CH:3]=1.[F:31][C:32]1[CH:33]=[C:34](B(O)O)[CH:35]=[C:36]([F:39])[C:37]=1[F:38], predict the reaction product. The product is: [F:29][C:27]([F:30])([F:28])[C:4]1[CH:3]=[C:2]([C:34]2[CH:33]=[C:32]([F:31])[C:37]([F:38])=[C:36]([F:39])[CH:35]=2)[C:10]2[N:9]=[C:8]([N:11]3[CH2:16][CH2:15][N:14]([C:17]4[C:22]([C:23]([F:26])([F:25])[F:24])=[CH:21][CH:20]=[CH:19][N:18]=4)[CH2:13][CH2:12]3)[NH:7][C:6]=2[CH:5]=1.